The task is: Predict the reactants needed to synthesize the given product.. This data is from Full USPTO retrosynthesis dataset with 1.9M reactions from patents (1976-2016). Given the product [Cl:1][C:2]1[CH:7]=[CH:6][C:5]([C:8]2[CH:9]=[C:10]3[C:11](=[CH:12][CH:13]=2)[N:14]=[CH:15][N:16]=[C:19]3[NH:20][C:27]2[CH:28]=[CH:29][C:30]([N:31]3[CH:11]=[N:14][CH:15]=[N:16]3)=[CH:32][CH:33]=2)=[CH:4][C:3]=1[F:21], predict the reactants needed to synthesize it. The reactants are: [Cl:1][C:2]1[CH:7]=[CH:6][C:5]([C:8]2[CH:13]=[CH:12][C:11]([N:14]=[CH:15][N:16](C)C)=[C:10]([C:19]#[N:20])[CH:9]=2)=[CH:4][C:3]=1[F:21].N1C=C([C:27]2[CH:33]=[CH:32][C:30]([NH2:31])=[CH:29][CH:28]=2)N=N1.